This data is from Forward reaction prediction with 1.9M reactions from USPTO patents (1976-2016). The task is: Predict the product of the given reaction. (1) Given the reactants [Br:1][C:2]1[CH:21]=[CH:20][C:19]([F:22])=[CH:18][C:3]=1[O:4][CH:5]1[CH2:10][CH2:9][N:8]([C:11]2[N:15]=[C:14]([C:16]#[N:17])[O:13][N:12]=2)[CH2:7][CH2:6]1.[N-:23]=[N+:24]=[N-:25].[Na+].[Cl-].[NH4+], predict the reaction product. The product is: [Br:1][C:2]1[CH:21]=[CH:20][C:19]([F:22])=[CH:18][C:3]=1[O:4][CH:5]1[CH2:6][CH2:7][N:8]([C:11]2[N:15]=[C:14]([C:16]3[NH:25][N:24]=[N:23][N:17]=3)[O:13][N:12]=2)[CH2:9][CH2:10]1. (2) The product is: [F:27][C:24]1[CH:23]=[CH:22][C:21]([N:12]2[C:13]([C:16]([O:18][CH2:19][CH3:20])=[O:17])=[CH:14][N:15]=[C:11]2[C:10]#[C:9][C:3]2[CH:4]=[CH:5][CH:6]=[CH:7][C:2]=2[C:54]([F:57])([F:56])[F:55])=[CH:26][CH:25]=1. Given the reactants Cl[C:2]1[CH:7]=[CH:6][CH:5]=[C:4](F)[C:3]=1[C:9]#[C:10][C:11]1[N:12]([C:21]2[CH:26]=[CH:25][C:24]([F:27])=[CH:23][CH:22]=2)[C:13]([C:16]([O:18][CH2:19][CH3:20])=[O:17])=[CH:14][N:15]=1.FC1C=CC(N2C(C(OCC)=O)=CN=C2I)=CC=1.C(C1C=CC=CC=1[C:54]([F:57])([F:56])[F:55])#C.C(NC(C)C)(C)C, predict the reaction product. (3) Given the reactants [O:1]1[CH2:6][CH2:5][C:4](=O)[CH2:3][C:2]1=[O:8].[F:9][C:10]1[CH:17]=[CH:16][C:13]([CH:14]=O)=[CH:12][C:11]=1[C:18]([F:21])([F:20])[F:19].[NH2:22]/[C:23](/[CH3:27])=[CH:24]\[C:25]#[N:26], predict the reaction product. The product is: [F:9][C:10]1[CH:17]=[CH:16][C:13]([CH:14]2[C:24]([C:25]#[N:26])=[C:23]([CH3:27])[NH:22][C:4]3[CH2:5][CH2:6][O:1][C:2](=[O:8])[C:3]2=3)=[CH:12][C:11]=1[C:18]([F:21])([F:20])[F:19].